This data is from Peptide-MHC class I binding affinity with 185,985 pairs from IEDB/IMGT. The task is: Regression. Given a peptide amino acid sequence and an MHC pseudo amino acid sequence, predict their binding affinity value. This is MHC class I binding data. (1) The MHC is HLA-B18:01 with pseudo-sequence HLA-B18:01. The binding affinity (normalized) is 0.446. The peptide sequence is TEQFINYCL. (2) The peptide sequence is MMWIPGWFG. The MHC is HLA-A02:19 with pseudo-sequence HLA-A02:19. The binding affinity (normalized) is 0.0847.